From a dataset of TCR-epitope binding with 47,182 pairs between 192 epitopes and 23,139 TCRs. Binary Classification. Given a T-cell receptor sequence (or CDR3 region) and an epitope sequence, predict whether binding occurs between them. (1) The epitope is TLIGDCATV. The TCR CDR3 sequence is CASSFKTAEQYF. Result: 1 (the TCR binds to the epitope). (2) The epitope is FLNGSCGSV. The TCR CDR3 sequence is CASSPGGSGELFF. Result: 0 (the TCR does not bind to the epitope). (3) The epitope is KLPDDFTGCV. The TCR CDR3 sequence is CAISESNLERYF. Result: 1 (the TCR binds to the epitope). (4) The epitope is LLQTGIHVRVSQPSL. The TCR CDR3 sequence is CASSLVTGDFEKLFF. Result: 1 (the TCR binds to the epitope). (5) The epitope is TPRVTGGGAM. The TCR CDR3 sequence is CASSQDSGGNEQYF. Result: 0 (the TCR does not bind to the epitope). (6) The epitope is RAKFKQLL. The TCR CDR3 sequence is CASSLLGHPSGELFF. Result: 1 (the TCR binds to the epitope). (7) The epitope is NYSGVVTTVMF. The TCR CDR3 sequence is CASGMGVNTEAFF. Result: 0 (the TCR does not bind to the epitope). (8) The epitope is RIFTIGTVTLK. The TCR CDR3 sequence is CASRESYEQYF. Result: 0 (the TCR does not bind to the epitope). (9) The epitope is GLNKIVRMY. The TCR CDR3 sequence is CASSQSQQPWGTLYNEQFF. Result: 0 (the TCR does not bind to the epitope).